Task: Predict the reactants needed to synthesize the given product.. Dataset: Full USPTO retrosynthesis dataset with 1.9M reactions from patents (1976-2016) (1) Given the product [CH2:1]([C:8]1[CH:9]=[N:10][C:11]2[C:16]([C:17]=1[C:18]1[CH:19]=[C:20]([NH:24][CH2:34][C:33]3[CH:36]=[CH:37][C:38]([O:39][CH3:40])=[C:31]([O:30][CH3:29])[CH:32]=3)[CH:21]=[CH:22][CH:23]=1)=[CH:15][CH:14]=[CH:13][C:12]=2[C:25]([F:28])([F:26])[F:27])[C:2]1[CH:3]=[CH:4][CH:5]=[CH:6][CH:7]=1, predict the reactants needed to synthesize it. The reactants are: [CH2:1]([C:8]1[CH:9]=[N:10][C:11]2[C:16]([C:17]=1[C:18]1[CH:19]=[C:20]([NH2:24])[CH:21]=[CH:22][CH:23]=1)=[CH:15][CH:14]=[CH:13][C:12]=2[C:25]([F:28])([F:27])[F:26])[C:2]1[CH:7]=[CH:6][CH:5]=[CH:4][CH:3]=1.[CH3:29][O:30][C:31]1[CH:32]=[C:33]([CH:36]=[CH:37][C:38]=1[O:39][CH3:40])[CH:34]=O. (2) Given the product [CH3:12][O:11][C:10]1[C:3]([O:2][CH3:1])=[C:4]2[C:5]([CH:6]=[C:23]([C:20]3[CH:21]=[CH:22][CH:17]=[CH:18][CH:19]=3)[C:24](=[O:25])[O:16]2)=[CH:8][C:9]=1[N+:13]([O-:15])=[O:14], predict the reactants needed to synthesize it. The reactants are: [CH3:1][O:2][C:3]1[C:4]([OH:16])=[C:5]([CH:8]=[C:9]([N+:13]([O-:15])=[O:14])[C:10]=1[O:11][CH3:12])[CH:6]=O.[CH:17]1[CH:22]=[CH:21][C:20]([CH2:23][C:24](Cl)=[O:25])=[CH:19][CH:18]=1.C(=O)([O-])[O-].[K+].[K+]. (3) The reactants are: [NH2:1][C@H:2]([CH3:18])[CH2:3][N:4]1[CH:8]=[CH:7][C:6]([C:9]2[CH:16]=[CH:15][C:12]([C:13]#[N:14])=[C:11]([Cl:17])[CH:10]=2)=[N:5]1.[C:19]([C:22]1[CH:26]=[C:25]([C:27](O)=[O:28])[NH:24][N:23]=1)(=[O:21])[CH3:20].CCN(C(C)C)C(C)C.C1C=CC2N(O)N=NC=2C=1.CCN=C=NCCCN(C)C. Given the product [C:19]([C:22]1[CH:26]=[C:25]([C:27]([NH:1][C@H:2]([CH3:18])[CH2:3][N:4]2[CH:8]=[CH:7][C:6]([C:9]3[CH:16]=[CH:15][C:12]([C:13]#[N:14])=[C:11]([Cl:17])[CH:10]=3)=[N:5]2)=[O:28])[NH:24][N:23]=1)(=[O:21])[CH3:20], predict the reactants needed to synthesize it. (4) Given the product [CH3:2][C:1]1[CH:4]([CH2:9][CH2:10][CH3:11])[CH2:5][C:6](=[O:7])[NH:12][N:13]=1, predict the reactants needed to synthesize it. The reactants are: [C:1]([CH:4]([CH2:9][CH2:10][CH3:11])[CH2:5][C:6](O)=[O:7])(=O)[CH3:2].[NH2:12][NH2:13].O. (5) Given the product [CH2:10]([O:9][CH2:8][C:4]1[S:3][CH:7]=[CH:6][CH:5]=1)[C:11]1[CH:16]=[CH:15][CH:14]=[CH:13][CH:12]=1, predict the reactants needed to synthesize it. The reactants are: [H-].[Na+].[S:3]1[CH:7]=[CH:6][CH:5]=[C:4]1[CH2:8][OH:9].[CH2:10](Br)[C:11]1[CH:16]=[CH:15][CH:14]=[CH:13][CH:12]=1. (6) Given the product [CH2:3]([O:5][C:6]1[CH:15]=[C:14]2[C:9]([C:10]([C:39]([OH:41])=[O:40])=[C:11]([CH2:26][N:27]3[CH2:28][CH2:29][CH:30]([N:33]4[CH2:38][CH2:37][O:36][CH2:35][CH2:34]4)[CH2:31][CH2:32]3)[C:12]([C:16]3[CH:21]=[CH:20][CH:19]=[C:18]([C:22]([F:25])([F:23])[F:24])[CH:17]=3)=[N:13]2)=[CH:8][C:7]=1[S:43]([CH2:46][CH3:47])(=[O:45])=[O:44])[CH3:4], predict the reactants needed to synthesize it. The reactants are: [OH-].[K+].[CH2:3]([O:5][C:6]1[CH:15]=[C:14]2[C:9]([C:10]([C:39]([O:41]C)=[O:40])=[C:11]([CH2:26][N:27]3[CH2:32][CH2:31][CH:30]([N:33]4[CH2:38][CH2:37][O:36][CH2:35][CH2:34]4)[CH2:29][CH2:28]3)[C:12]([C:16]3[CH:21]=[CH:20][CH:19]=[C:18]([C:22]([F:25])([F:24])[F:23])[CH:17]=3)=[N:13]2)=[CH:8][C:7]=1[S:43]([CH2:46][CH3:47])(=[O:45])=[O:44])[CH3:4]. (7) Given the product [CH2:1]([O:8][C:9](=[O:26])[C:10]1[CH:15]=[C:14]([C:16]#[N:31])[CH:13]=[CH:12][C:11]=1[O:18][CH2:19][C:20]1[CH:25]=[CH:24][CH:23]=[CH:22][CH:21]=1)[C:2]1[CH:7]=[CH:6][CH:5]=[CH:4][CH:3]=1, predict the reactants needed to synthesize it. The reactants are: [CH2:1]([O:8][C:9](=[O:26])[C:10]1[CH:15]=[C:14]([CH:16]=O)[CH:13]=[CH:12][C:11]=1[O:18][CH2:19][C:20]1[CH:25]=[CH:24][CH:23]=[CH:22][CH:21]=1)[C:2]1[CH:7]=[CH:6][CH:5]=[CH:4][CH:3]=1.Cl.NO.C[N:31]1CCCC1=O.Cl. (8) Given the product [Cl:1][C:2]1[CH:7]=[CH:6][CH:5]=[CH:4][C:3]=1[C:8]1[N:9]=[N:10][NH:11][CH:12]=1, predict the reactants needed to synthesize it. The reactants are: [Cl:1][C:2]1[CH:7]=[CH:6][CH:5]=[CH:4][C:3]=1[C:8]1[N:9]=[N:10][N:11](S(C2C=CC(C)=CC=2)(=O)=O)[CH:12]=1.[Mg]. (9) Given the product [Cl:9][C:4]1[CH:3]=[C:2]([B:15]([OH:20])[OH:16])[CH:7]=[CH:6][C:5]=1[OH:8], predict the reactants needed to synthesize it. The reactants are: Br[C:2]1[CH:7]=[CH:6][C:5]([OH:8])=[C:4]([Cl:9])[CH:3]=1.[Li]CCCC.[B:15](OC(C)C)([O:20]C(C)C)[O:16]C(C)C.C(=O)=O.CC(C)=O.